The task is: Regression. Given a peptide amino acid sequence and an MHC pseudo amino acid sequence, predict their binding affinity value. This is MHC class I binding data.. This data is from Peptide-MHC class I binding affinity with 185,985 pairs from IEDB/IMGT. (1) The peptide sequence is HLPVERDVW. The MHC is Mamu-A01 with pseudo-sequence Mamu-A01. The binding affinity (normalized) is 0. (2) The peptide sequence is YNYSLTLEW. The MHC is HLA-B07:02 with pseudo-sequence HLA-B07:02. The binding affinity (normalized) is 0.213. (3) The peptide sequence is ALMEITSRY. The MHC is HLA-A33:01 with pseudo-sequence HLA-A33:01. The binding affinity (normalized) is 0. (4) The peptide sequence is FMVFLQTHI. The MHC is HLA-B54:01 with pseudo-sequence HLA-B54:01. The binding affinity (normalized) is 0. (5) The MHC is HLA-A80:01 with pseudo-sequence HLA-A80:01. The peptide sequence is LPYPVLLKI. The binding affinity (normalized) is 0.0847. (6) The peptide sequence is DPNFHQAVM. The MHC is HLA-B18:01 with pseudo-sequence HLA-B18:01. The binding affinity (normalized) is 0.0847. (7) The peptide sequence is KKSAFYQSY. The MHC is HLA-A02:12 with pseudo-sequence HLA-A02:12. The binding affinity (normalized) is 0.0847. (8) The peptide sequence is IEEVMNIVLI. The MHC is HLA-B40:01 with pseudo-sequence HLA-B40:01. The binding affinity (normalized) is 0.165. (9) The MHC is BoLA-D18.4 with pseudo-sequence BoLA-D18.4. The peptide sequence is KMLEASTIY. The binding affinity (normalized) is 0.756. (10) The peptide sequence is TVFRNQNRV. The MHC is HLA-B51:01 with pseudo-sequence HLA-B51:01. The binding affinity (normalized) is 0.213.